Dataset: Full USPTO retrosynthesis dataset with 1.9M reactions from patents (1976-2016). Task: Predict the reactants needed to synthesize the given product. Given the product [Cl:8][C:6]1[CH:7]=[C:2]([C:14]2[CH:13]=[CH:12][C:11]([Cl:10])=[C:16]([Cl:17])[C:15]=2[Cl:18])[N:3]=[C:4]([NH2:9])[N:5]=1, predict the reactants needed to synthesize it. The reactants are: Cl[C:2]1[CH:7]=[C:6]([Cl:8])[N:5]=[C:4]([NH2:9])[N:3]=1.[Cl:10][C:11]1[C:16]([Cl:17])=[C:15]([Cl:18])[CH:14]=[CH:13][C:12]=1B(O)O.C(=O)([O-])[O-].[K+].[K+].